This data is from Forward reaction prediction with 1.9M reactions from USPTO patents (1976-2016). The task is: Predict the product of the given reaction. Given the reactants [F:1][C:2]1[CH:3]=[C:4]([CH:7]=[CH:8][C:9]=1I)[C:5]#[N:6].[C:11]1(B(O)O)[CH2:16][CH2:15][CH2:14][CH2:13][CH:12]=1.C(O)C.[O-]CC.[Na+], predict the reaction product. The product is: [C:11]1([C:9]2[CH:8]=[CH:7][C:4]([C:5]#[N:6])=[CH:3][C:2]=2[F:1])[CH2:16][CH2:15][CH2:14][CH2:13][CH:12]=1.